Dataset: Peptide-MHC class I binding affinity with 185,985 pairs from IEDB/IMGT. Task: Regression. Given a peptide amino acid sequence and an MHC pseudo amino acid sequence, predict their binding affinity value. This is MHC class I binding data. (1) The peptide sequence is NPVPVGNIY. The MHC is HLA-B15:01 with pseudo-sequence HLA-B15:01. The binding affinity (normalized) is 0.0847. (2) The peptide sequence is SMFERDFHF. The MHC is HLA-C15:02 with pseudo-sequence HLA-C15:02. The binding affinity (normalized) is 0.0847. (3) The peptide sequence is KLYERNTAF. The MHC is HLA-B27:05 with pseudo-sequence HLA-B27:05. The binding affinity (normalized) is 0.465. (4) The peptide sequence is LIPETVPYI. The MHC is HLA-A02:06 with pseudo-sequence HLA-A02:06. The binding affinity (normalized) is 0.853. (5) The MHC is Mamu-A02 with pseudo-sequence Mamu-A02. The peptide sequence is LTLNLITEM. The binding affinity (normalized) is 1.00.